This data is from Full USPTO retrosynthesis dataset with 1.9M reactions from patents (1976-2016). The task is: Predict the reactants needed to synthesize the given product. (1) Given the product [CH2:8]([O:10][C:11]([C:13]1([CH2:18][O:19][C:20]2[CH:25]=[CH:24][C:23]([C:26]3[CH:27]=[CH:28][C:29]([F:32])=[CH:30][CH:31]=3)=[CH:22][CH:21]=2)[CH2:17][CH2:16][N:15]([C:36]([CH:33]2[CH2:35][CH2:34]2)=[O:37])[CH2:14]1)=[O:12])[CH3:9], predict the reactants needed to synthesize it. The reactants are: C(N(CC)CC)C.[CH2:8]([O:10][C:11]([C:13]1([CH2:18][O:19][C:20]2[CH:25]=[CH:24][C:23]([C:26]3[CH:31]=[CH:30][C:29]([F:32])=[CH:28][CH:27]=3)=[CH:22][CH:21]=2)[CH2:17][CH2:16][NH:15][CH2:14]1)=[O:12])[CH3:9].[CH:33]1([C:36](Cl)=[O:37])[CH2:35][CH2:34]1. (2) The reactants are: Br[C:2]1[N:3]=[CH:4][C:5]([F:32])=[C:6]2[C:10]([C:11](=[O:31])[C:12]([N:14]3[CH2:19][CH2:18][N:17]([C:20]4[N:24]([C:25]5[CH:30]=[CH:29][CH:28]=[CH:27][CH:26]=5)[N:23]=[N:22][N:21]=4)[CH2:16][CH2:15]3)=[O:13])=[CH:9][NH:8][C:7]=12.C([Sn]([C:46]#[N:47])(CCCC)CCCC)CCC.[O:48]1CCOCC1. Given the product [F:32][C:5]1[CH:4]=[N:3][C:2]([C:46]([NH2:47])=[O:48])=[C:7]2[NH:8][CH:9]=[C:10]([C:11](=[O:31])[C:12](=[O:13])[N:14]3[CH2:19][CH2:18][N:17]([C:20]4[N:24]([C:25]5[CH:30]=[CH:29][CH:28]=[CH:27][CH:26]=5)[N:23]=[N:22][N:21]=4)[CH2:16][CH2:15]3)[C:6]=12, predict the reactants needed to synthesize it. (3) Given the product [CH2:34]([NH:31][C:30](=[O:44])[C:5]1[CH:4]=[CH:3][C:2]([CH2:1][N:8]2[CH2:12][CH2:11][N:10]([C:13]3[S:14][CH:15]=[C:16]([CH3:18])[N:17]=3)[C:9]2=[O:22])=[CH:7][CH:6]=1)[C:35]1[CH:43]=[CH:42][CH:38]=[CH:37][CH:36]=1, predict the reactants needed to synthesize it. The reactants are: [CH2:1]([N:8]1[CH2:12][CH2:11][N:10]([C:13]2[S:14][C:15](C(O)=O)=[C:16]([CH3:18])[N:17]=2)[C:9]1=[O:22])[C:2]1[CH:7]=[CH:6][CH:5]=[CH:4][CH:3]=1.CC1N=C(N2CC[N:31]([CH2:34][C:35]3[CH:43]=[CH:42][C:38](C(O)=O)=[CH:37][CH:36]=3)[C:30]2=[O:44])SC=1.C(N)C1C=CC=CC=1. (4) Given the product [Cl:17][C:18]1[CH:19]=[C:20]([C:25]2[CH2:26][CH2:27][C:28](=[O:31])[NH:29][N:30]=2)[CH:21]=[CH:22][C:23]=1[O:1][CH2:2][CH2:3][C:4]1[CH:9]=[CH:8][C:7]([O:10][C:11](=[O:16])[C:12]([CH3:13])([CH3:15])[CH3:14])=[CH:6][CH:5]=1, predict the reactants needed to synthesize it. The reactants are: [OH:1][CH2:2][CH2:3][C:4]1[CH:9]=[CH:8][C:7]([O:10][C:11](=[O:16])[C:12]([CH3:15])([CH3:14])[CH3:13])=[CH:6][CH:5]=1.[Cl:17][C:18]1[CH:19]=[C:20]([C:25]2[CH2:26][CH2:27][C:28](=[O:31])[NH:29][N:30]=2)[CH:21]=[CH:22][C:23]=1O.C1(P(C2C=CC=CC=2)C2C=CC=CC=2)C=CC=CC=1.N(C(OC(C)C)=O)=NC(OC(C)C)=O. (5) The reactants are: [CH3:1][N:2]1[CH2:7][CH2:6][N:5]([C:8]2[CH:13]=[CH:12][C:11]([N+:14]([O-])=O)=[CH:10][C:9]=2[CH:17]=[CH2:18])[CH2:4][CH2:3]1. Given the product [CH3:1][N:2]1[CH2:3][CH2:4][N:5]([C:8]2[CH:13]=[CH:12][C:11]([NH2:14])=[CH:10][C:9]=2[CH:17]=[CH2:18])[CH2:6][CH2:7]1, predict the reactants needed to synthesize it. (6) Given the product [N+:1]([C:4]1[CH:5]=[C:6]([C:10]2[CH:14]=[C:13]([CH2:15][CH2:16][CH2:17][N:29]3[CH2:30][CH2:31][N:26]([CH2:19][C:20]4[CH:21]=[CH:22][CH:23]=[CH:24][CH:25]=4)[CH2:27][CH2:28]3)[O:12][N:11]=2)[CH:7]=[CH:8][CH:9]=1)([O-:3])=[O:2], predict the reactants needed to synthesize it. The reactants are: [N+:1]([C:4]1[CH:5]=[C:6]([C:10]2[CH:14]=[C:13]([CH2:15][CH2:16][CH:17]=O)[O:12][N:11]=2)[CH:7]=[CH:8][CH:9]=1)([O-:3])=[O:2].[CH2:19]([N:26]1[CH2:31][CH2:30][NH:29][CH2:28][CH2:27]1)[C:20]1[CH:25]=[CH:24][CH:23]=[CH:22][CH:21]=1.[BH-](OC(C)=O)(OC(C)=O)OC(C)=O.[Na+]. (7) Given the product [C:1]([O:5][C:6]([N:8]1[CH2:9][CH2:10][N:11]([CH2:14][C:15]2[NH:16][C:17](=[O:30])[C:18]3[C:23]([CH3:24])=[C:22]([C:25]([OH:27])=[O:26])[S:21][C:19]=3[N:20]=2)[CH2:12][CH2:13]1)=[O:7])([CH3:4])([CH3:2])[CH3:3], predict the reactants needed to synthesize it. The reactants are: [C:1]([O:5][C:6]([N:8]1[CH2:13][CH2:12][N:11]([CH2:14][C:15]2[NH:16][C:17](=[O:30])[C:18]3[C:23]([CH3:24])=[C:22]([C:25]([O:27]CC)=[O:26])[S:21][C:19]=3[N:20]=2)[CH2:10][CH2:9]1)=[O:7])([CH3:4])([CH3:3])[CH3:2].Cl.